This data is from Catalyst prediction with 721,799 reactions and 888 catalyst types from USPTO. The task is: Predict which catalyst facilitates the given reaction. Reactant: [NH2:1][CH:2]1[CH2:7][CH2:6][CH:5]([C:8]([OH:10])=[O:9])[CH2:4][CH2:3]1.C([O-])([O-])=O.[K+].[K+].[CH2:17](Br)[C:18]1[CH:23]=[CH:22][CH:21]=[CH:20][CH:19]=1. Product: [CH2:17]([O:9][C:8]([CH:5]1[CH2:6][CH2:7][CH:2]([N:1]([CH2:8][C:5]2[CH:6]=[CH:7][CH:2]=[CH:3][CH:4]=2)[CH2:17][C:18]2[CH:23]=[CH:22][CH:21]=[CH:20][CH:19]=2)[CH2:3][CH2:4]1)=[O:10])[C:18]1[CH:23]=[CH:22][CH:21]=[CH:20][CH:19]=1. The catalyst class is: 23.